This data is from Reaction yield outcomes from USPTO patents with 853,638 reactions. The task is: Predict the reaction yield, written as a fraction of the theoretical maximum amount of product (1.0 means a 100% yield; for example, 0.34 means a 34% yield). (1) The reactants are [C:1]([O:5][C:6](=[O:26])[NH:7][C:8]1[S:9][C:10]2[CH:16]=[C:15]([CH:17]=[O:18])[CH:14]=[C:13]([C:19]3[CH:24]=[CH:23][CH:22]=[C:21]([Br:25])[CH:20]=3)[C:11]=2[N:12]=1)([CH3:4])([CH3:3])[CH3:2].[F:27][C:28]1[CH:33]=[CH:32][C:31]([Mg]Br)=[CH:30][CH:29]=1.[NH4+].[Cl-]. The catalyst is C1COCC1. The product is [C:1]([O:5][C:6](=[O:26])[NH:7][C:8]1[S:9][C:10]2[CH:16]=[C:15]([CH:17]([C:31]3[CH:32]=[CH:33][C:28]([F:27])=[CH:29][CH:30]=3)[OH:18])[CH:14]=[C:13]([C:19]3[CH:24]=[CH:23][CH:22]=[C:21]([Br:25])[CH:20]=3)[C:11]=2[N:12]=1)([CH3:4])([CH3:2])[CH3:3]. The yield is 0.350. (2) The reactants are [C:9](O)(=O)[CH2:10][CH2:11][CH2:12][CH2:13][CH2:14]CC[CH2:9][CH2:10][CH2:11][CH2:12][CH2:13][CH3:14].[C:17]([N:20]1[C:29]2[C:24](=[CH:25][C:26]([Br:30])=[CH:27][CH:28]=2)[C@H:23]([NH2:31])[CH2:22][C@@H:21]1[CH2:32][CH2:33][CH3:34])(=[O:19])[CH3:18].C1(B(O)O)C=CC=CC=1.N1C(C)=CC=CC=1C. The catalyst is C1(C)C=CC=CC=1.C([O-])(=O)C.[Cu+2].C([O-])(=O)C. The product is [C:17]([N:20]1[C:29]2[C:24](=[CH:25][C:26]([Br:30])=[CH:27][CH:28]=2)[C@H:23]([NH:31][C:9]2[CH:10]=[CH:11][CH:12]=[CH:13][CH:14]=2)[CH2:22][C@@H:21]1[CH2:32][CH2:33][CH3:34])(=[O:19])[CH3:18]. The yield is 0.310. (3) The reactants are Br[CH:2]([S:12][C:13]1[CH:18]=[CH:17][CH:16]=[CH:15][CH:14]=1)[C:3]([C:5]1[CH:10]=[CH:9][CH:8]=[CH:7][C:6]=1[F:11])=O.[O:19]=[C:20]1[C:28]2[C:23](=[CH:24][CH:25]=[CH:26][CH:27]=2)[C:22](=[O:29])[N:21]1[CH2:30][C:31](=[S:33])[NH2:32].C(=O)([O-])O.[Na+]. The catalyst is CN(C)C=O. The product is [F:11][C:6]1[CH:7]=[CH:8][CH:9]=[CH:10][C:5]=1[C:3]1[N:32]=[C:31]([CH2:30][N:21]2[C:20](=[O:19])[C:28]3[C:23](=[CH:24][CH:25]=[CH:26][CH:27]=3)[C:22]2=[O:29])[S:33][C:2]=1[S:12][C:13]1[CH:18]=[CH:17][CH:16]=[CH:15][CH:14]=1. The yield is 0.510. (4) The reactants are [F:1][C:2]([F:13])([F:12])[C:3]1[N:4]=[C:5]2[CH:10]=[N:9][CH:8]=[CH:7][N:6]2[CH:11]=1.C[OH:15]. The catalyst is [Pd]. The product is [OH-:15].[NH4+:4].[F:12][C:2]([F:1])([F:13])[C:3]1[N:4]=[C:5]2[CH2:10][NH:9][CH2:8][CH2:7][N:6]2[CH:11]=1. The yield is 0.0100. (5) The reactants are C(O[C:6](=O)[N:7]([CH2:9][CH:10]([NH:17][C:18]1[C:27]2[C:22](=[C:23]([C:36](=[O:38])[NH2:37])[CH:24]=[C:25]([O:28][CH2:29][C:30]3[CH:35]=[CH:34][CH:33]=[CH:32][CH:31]=3)[CH:26]=2)[N:21]=[CH:20][N:19]=1)[C:11]1[CH:16]=[CH:15][CH:14]=[CH:13][CH:12]=1)C)(C)(C)C.C1COCC1.Cl. The catalyst is O1CCOCC1. The product is [CH2:29]([O:28][C:25]1[CH:26]=[C:27]2[C:22](=[C:23]([C:36]([NH2:37])=[O:38])[CH:24]=1)[N:21]=[CH:20][N:19]=[C:18]2[NH:17][CH:10]([C:11]1[CH:12]=[CH:13][CH:14]=[CH:15][CH:16]=1)[CH2:9][NH:7][CH3:6])[C:30]1[CH:31]=[CH:32][CH:33]=[CH:34][CH:35]=1. The yield is 0.780.